From a dataset of Forward reaction prediction with 1.9M reactions from USPTO patents (1976-2016). Predict the product of the given reaction. (1) The product is: [CH:43]1([C:47]([NH:49][NH:50][C:27](=[S:28])[NH:1][C:2]2[CH:3]=[CH:4][C:5]([C:8]3[CH:9]=[CH:10][C:11]([C:14]45[CH2:19][CH2:18][C:17]([CH2:22][C:23]([O:25][CH3:26])=[O:24])([CH2:20][CH2:21]4)[O:16][CH2:15]5)=[CH:12][CH:13]=3)=[CH:6][CH:7]=2)=[O:48])[CH2:46][CH2:45][CH2:44]1. Given the reactants [NH2:1][C:2]1[CH:7]=[CH:6][C:5]([C:8]2[CH:13]=[CH:12][C:11]([C:14]34[CH2:21][CH2:20][C:17]([CH2:22][C:23]([O:25][CH3:26])=[O:24])([CH2:18][CH2:19]3)[O:16][CH2:15]4)=[CH:10][CH:9]=2)=[CH:4][CH:3]=1.[C:27](N1C=CC=CC1=O)(N1C=CC=CC1=O)=[S:28].[CH:43]1([C:47]([NH:49][NH2:50])=[O:48])[CH2:46][CH2:45][CH2:44]1, predict the reaction product. (2) Given the reactants [S:1]1[C:5]2[CH:6]=[CH:7][CH:8]=[CH:9][C:4]=2[N:3]=[C:2]1[NH:10][C:11](=[O:22])[C:12]1[CH:17]=[CH:16][CH:15]=[C:14]([C:18]([F:21])([F:20])[F:19])[CH:13]=1.C(=O)([O-])[O-].[K+].[K+].Br[CH:30]([CH2:35][OH:36])[C:31]([O:33][CH3:34])=[O:32], predict the reaction product. The product is: [OH:36][CH2:35][CH:30]([N:3]1[C:4]2[CH:9]=[CH:8][CH:7]=[CH:6][C:5]=2[S:1][C:2]1=[N:10][C:11](=[O:22])[C:12]1[CH:17]=[CH:16][CH:15]=[C:14]([C:18]([F:20])([F:19])[F:21])[CH:13]=1)[C:31]([O:33][CH3:34])=[O:32]. (3) Given the reactants Cl[C:2]1[N:3]=[C:4]([N:18]2[CH2:23][CH2:22][O:21][CH2:20][C@@H:19]2[CH3:24])[C:5]2[CH2:10][N:9]([C:11]([O:13][C:14]([CH3:17])([CH3:16])[CH3:15])=[O:12])[CH2:8][C:6]=2[N:7]=1.[CH2:25]([NH:27][C:28]([NH:30][C:31]1[CH:36]=[CH:35][C:34](B2OC(C)(C)C(C)(C)O2)=[C:33]([F:46])[CH:32]=1)=[O:29])[CH3:26].ClCCl.C(=O)([O-])[O-].[Na+].[Na+], predict the reaction product. The product is: [CH2:25]([NH:27][C:28](=[O:29])[NH:30][C:31]1[CH:36]=[CH:35][C:34]([C:2]2[N:3]=[C:4]([N:18]3[CH2:23][CH2:22][O:21][CH2:20][C@@H:19]3[CH3:24])[C:5]3[CH2:10][N:9]([C:11]([O:13][C:14]([CH3:17])([CH3:16])[CH3:15])=[O:12])[CH2:8][C:6]=3[N:7]=2)=[C:33]([F:46])[CH:32]=1)[CH3:26]. (4) Given the reactants [S:1]=[C:2]1[NH:7][C:6](=[O:8])[N:5]2[N:9]=[CH:10][CH:11]=[C:4]2[NH:3]1.[OH-].[Na+].[CH3:14]I, predict the reaction product. The product is: [CH3:14][S:1][C:2]1[NH:7][C:6](=[O:8])[N:5]2[N:9]=[CH:10][CH:11]=[C:4]2[N:3]=1. (5) Given the reactants [F:1][C:2]1[CH:8]=[CH:7][CH:6]=[C:5]([F:9])[C:3]=1[NH2:4].C[CH:11]([CH2:15][C:16](Cl)=[O:17])[C:12](Cl)=[O:13].[OH2:19].[CH3:20]N(C)C=O, predict the reaction product. The product is: [F:1][C:2]1[CH:8]=[CH:7][CH:6]=[C:5]([F:9])[C:3]=1[NH:4][C:12](=[O:13])[CH2:11][CH2:15][C:16]([O:17][CH3:20])=[O:19]. (6) Given the reactants [CH2:1]([O:5][C:6]([C:8]1[NH:9][C:10](=O)[C:11]2[C:16]([C:17]=1[OH:18])=[CH:15][CH:14]=[C:13]([O:19][C:20]1[CH:28]=[CH:27][C:23]3[O:24][CH2:25][O:26][C:22]=3[CH:21]=1)[CH:12]=2)=[O:7])[CH2:2][CH2:3][CH3:4].O=P(Cl)(Cl)[Cl:32], predict the reaction product. The product is: [CH2:1]([O:5][C:6]([C:8]1[N:9]=[C:10]([Cl:32])[C:11]2[C:16]([C:17]=1[OH:18])=[CH:15][CH:14]=[C:13]([O:19][C:20]1[CH:28]=[CH:27][C:23]3[O:24][CH2:25][O:26][C:22]=3[CH:21]=1)[CH:12]=2)=[O:7])[CH2:2][CH2:3][CH3:4]. (7) Given the reactants [CH3:1][NH:2][C:3]1[CH:4]=[C:5]([CH2:12][NH:13][C:14](=[O:20])[O:15][C:16]([CH3:19])([CH3:18])[CH3:17])[CH:6]=[CH:7][C:8]=1[N+:9]([O-])=O.[H][H].C1N=CN([C:28](N2C=NC=C2)=[O:29])C=1, predict the reaction product. The product is: [CH3:1][N:2]1[C:3]2[CH:4]=[C:5]([CH2:12][NH:13][C:14](=[O:20])[O:15][C:16]([CH3:19])([CH3:18])[CH3:17])[CH:6]=[CH:7][C:8]=2[NH:9][C:28]1=[O:29]. (8) Given the reactants [CH3:1][O:2][C:3]1[CH:8]=[CH:7][C:6]([C:9](=O)[CH2:10][C:11]([C:13]2[CH:18]=[CH:17][C:16]([O:19][CH3:20])=[CH:15][CH:14]=2)=O)=[CH:5][CH:4]=1.O.[NH2:23][NH2:24].[Cl-].[Li+].C(OCC)(=O)C, predict the reaction product. The product is: [CH3:1][O:2][C:3]1[CH:8]=[CH:7][C:6]([C:9]2[CH:10]=[C:11]([C:13]3[CH:18]=[CH:17][C:16]([O:19][CH3:20])=[CH:15][CH:14]=3)[NH:24][N:23]=2)=[CH:5][CH:4]=1.